Dataset: Full USPTO retrosynthesis dataset with 1.9M reactions from patents (1976-2016). Task: Predict the reactants needed to synthesize the given product. (1) Given the product [C:1]([N:8]1[CH2:9][CH2:10][C:11]([C:16]2[CH:17]=[CH:18][C:19]([F:22])=[CH:20][CH:21]=2)([CH2:14][NH:15][CH2:42][C:34]2[C:35]3[C:40](=[CH:39][CH:38]=[CH:37][CH:36]=3)[CH:41]=[C:32]([C:30]#[N:31])[CH:33]=2)[CH2:12][CH2:13]1)([O:3][C:4]([CH3:6])([CH3:7])[CH3:5])=[O:2], predict the reactants needed to synthesize it. The reactants are: [C:1]([N:8]1[CH2:13][CH2:12][C:11]([C:16]2[CH:21]=[CH:20][C:19]([F:22])=[CH:18][CH:17]=2)([CH2:14][NH2:15])[CH2:10][CH2:9]1)([O:3][C:4]([CH3:7])([CH3:6])[CH3:5])=[O:2].C(N(CC)CC)C.[C:30]([C:32]1[CH:33]=[C:34]([CH2:42]I)[C:35]2[C:40]([CH:41]=1)=[CH:39][CH:38]=[CH:37][CH:36]=2)#[N:31]. (2) Given the product [C:24]([O:28][C:29]([N:31]1[CH2:36][CH2:35][N:34]([CH2:16][C:13]2[S:12][C:11]([NH:10][C:8]([N:7]([CH:18]3[CH2:23][CH2:22][CH2:21][CH2:20][CH2:19]3)[CH:1]3[CH2:6][CH2:5][CH2:4][CH2:3][CH2:2]3)=[O:9])=[N:15][CH:14]=2)[CH2:33][CH2:32]1)=[O:30])([CH3:27])([CH3:25])[CH3:26], predict the reactants needed to synthesize it. The reactants are: [CH:1]1([N:7]([CH:18]2[CH2:23][CH2:22][CH2:21][CH2:20][CH2:19]2)[C:8]([NH:10][C:11]2[S:12][C:13]([CH:16]=O)=[CH:14][N:15]=2)=[O:9])[CH2:6][CH2:5][CH2:4][CH2:3][CH2:2]1.[C:24]([O:28][C:29]([N:31]1[CH2:36][CH2:35][NH:34][CH2:33][CH2:32]1)=[O:30])([CH3:27])([CH3:26])[CH3:25].C(O)(=O)C.C(O[BH-](OC(=O)C)OC(=O)C)(=O)C.[Na+]. (3) Given the product [O:22]=[C:10]1[NH:11][C:12]2[C:13]3[CH2:21][CH2:20][CH2:19][CH2:18][C:14]=3[CH:15]=[CH:16][C:17]=2[N:8]([C:4]2[CH:3]=[C:2]([NH:1][S:29]([C:25]3[S:24][CH:28]=[CH:27][CH:26]=3)(=[O:31])=[O:30])[CH:7]=[CH:6][CH:5]=2)[C:9]1=[O:23], predict the reactants needed to synthesize it. The reactants are: [NH2:1][C:2]1[CH:3]=[C:4]([N:8]2[C:17]3[CH:16]=[CH:15][C:14]4[CH2:18][CH2:19][CH2:20][CH2:21][C:13]=4[C:12]=3[NH:11][C:10](=[O:22])[C:9]2=[O:23])[CH:5]=[CH:6][CH:7]=1.[S:24]1[CH:28]=[CH:27][CH:26]=[C:25]1[S:29](Cl)(=[O:31])=[O:30]. (4) Given the product [CH3:1][O:2][C:3]1[CH:4]=[C:5]2[C:10](=[CH:11][CH:12]=1)[CH:9]=[C:8]([C@:13]1([CH3:19])[CH2:14][O:15][C:16](=[O:18])[NH:17]1)[CH:7]=[CH:6]2, predict the reactants needed to synthesize it. The reactants are: [CH3:1][O:2][C:3]1[CH:4]=[C:5]2[C:10](=[CH:11][CH:12]=1)[CH:9]=[C:8]([C@H:13]([CH3:19])[CH2:14][O:15][C:16](=[O:18])[NH2:17])[CH:7]=[CH:6]2.C(O)(=O)C.C(O)(=O)C.IC1C=CC=CC=1.[O-2].[Mg+2].C1C=CC=CC=1. (5) Given the product [F:1][C:2]1[CH:7]=[CH:6][CH:5]=[C:4]([F:8])[C:3]=1[C:9]1[O:10][C:11]([C:22]([NH2:32])=[O:24])=[C:12]([C:14]2[CH:19]=[CH:18][C:17]([O:20][CH3:21])=[CH:16][CH:15]=2)[N:13]=1, predict the reactants needed to synthesize it. The reactants are: [F:1][C:2]1[CH:7]=[CH:6][CH:5]=[C:4]([F:8])[C:3]=1[C:9]1[O:10][C:11]([C:22]([OH:24])=O)=[C:12]([C:14]2[CH:19]=[CH:18][C:17]([O:20][CH3:21])=[CH:16][CH:15]=2)[N:13]=1.O.OC1C2N=N[NH:32]C=2C=CC=1.N.O1CCOCC1.CN(C)CCCN=C=NCC. (6) The reactants are: [C:1]([C:3]1[C:4]2[C:11]([O:12][CH3:13])=[CH:10][CH:9]=[CH:8][C:5]=2[S:6][CH:7]=1)#[CH:2].Br[C:15]1[CH:20]=[CH:19][C:18]([CH3:21])=[CH:17][CH:16]=1. Given the product [CH3:13][O:12][C:11]1[C:4]2[C:3]([C:1]#[C:2][C:15]3[CH:20]=[CH:19][C:18]([CH3:21])=[CH:17][CH:16]=3)=[CH:7][S:6][C:5]=2[CH:8]=[CH:9][CH:10]=1, predict the reactants needed to synthesize it. (7) Given the product [C:38]1([N:44]2[CH2:49][CH2:48][N:47]([C:26]([NH:2][CH2:3][CH2:4][NH:5][C:6]([C:8]3[CH:9]=[CH:10][C:11]([O:12][C@@H:13]4[CH2:14][CH2:15][C@H:16]([C:19]([OH:21])=[O:20])[CH2:17][CH2:18]4)=[CH:24][CH:25]=3)=[O:7])=[O:27])[CH2:46][CH2:45]2)[CH:43]=[CH:42][CH:41]=[CH:40][CH:39]=1, predict the reactants needed to synthesize it. The reactants are: Cl.[NH2:2][CH2:3][CH2:4][NH:5][C:6]([C:8]1[CH:25]=[CH:24][C:11]([O:12][C@@H:13]2[CH2:18][CH2:17][C@H:16]([C:19]([O:21]CC)=[O:20])[CH2:15][CH2:14]2)=[CH:10][CH:9]=1)=[O:7].[C:26](N1C=CN=C1)(N1C=CN=C1)=[O:27].[C:38]1([N:44]2[CH2:49][CH2:48][NH:47][CH2:46][CH2:45]2)[CH:43]=[CH:42][CH:41]=[CH:40][CH:39]=1.[OH-].[Na+].Cl.